This data is from Reaction yield outcomes from USPTO patents with 853,638 reactions. The task is: Predict the reaction yield, written as a fraction of the theoretical maximum amount of product (1.0 means a 100% yield; for example, 0.34 means a 34% yield). (1) The reactants are [F:1][C:2]1[CH:11]=[C:10](B2OC(C)(C)C(C)(C)O2)[CH:9]=[CH:8][C:3]=1[C:4]([O:6][CH3:7])=[O:5].Br[C:22]1[C:23]([NH2:34])=[N:24][CH:25]=[C:26]([CH:28]2[CH2:33][CH2:32][O:31][CH2:30][CH2:29]2)[N:27]=1.COCCOC.C([O-])([O-])=O.[Na+].[Na+]. The yield is 0.670. The product is [NH2:34][C:23]1[C:22]([C:10]2[CH:9]=[CH:8][C:3]([C:4]([O:6][CH3:7])=[O:5])=[C:2]([F:1])[CH:11]=2)=[N:27][C:26]([CH:28]2[CH2:33][CH2:32][O:31][CH2:30][CH2:29]2)=[CH:25][N:24]=1. The catalyst is C1C=CC(P(C2C=CC=CC=2)[C-]2C=CC=C2)=CC=1.C1C=CC(P(C2C=CC=CC=2)[C-]2C=CC=C2)=CC=1.Cl[Pd]Cl.[Fe+2].CCOC(C)=O. (2) The reactants are Cl[C:2]1[N:7]2[N:8]=[C:9]([CH3:11])[CH:10]=[C:6]2[N:5]=[C:4]([NH:12][C:13](=[O:24])[C:14]2[CH:19]=[CH:18][C:17]([C:20]([OH:23])([CH3:22])[CH3:21])=[CH:16][CH:15]=2)[CH:3]=1.Cl.[O:26]=[S:27]1(=[O:33])[CH2:32][CH2:31][NH:30][CH2:29][CH2:28]1.C(N(CC)C(C)C)(C)C. The catalyst is CN(C=O)C.CO. The product is [O:26]=[S:27]1(=[O:33])[CH2:32][CH2:31][N:30]([C:2]2[N:7]3[N:8]=[C:9]([CH3:11])[CH:10]=[C:6]3[N:5]=[C:4]([NH:12][C:13](=[O:24])[C:14]3[CH:19]=[CH:18][C:17]([C:20]([OH:23])([CH3:22])[CH3:21])=[CH:16][CH:15]=3)[CH:3]=2)[CH2:29][CH2:28]1. The yield is 0.370. (3) The reactants are [CH3:1][C:2]1[CH:3]=[N+:4]([O-:8])[CH:5]=[CH:6][CH:7]=1.S(=O)(=O)(O)O.[N+:14]([O-])([OH:16])=[O:15].C(=O)([O-])[O-].[Na+].[Na+]. No catalyst specified. The product is [CH3:1][C:2]1[CH:3]=[N+:4]([O-:8])[CH:5]=[CH:6][C:7]=1[N+:14]([O-:16])=[O:15]. The yield is 0.500. (4) The product is [NH2:8][CH2:9][CH2:10][CH2:11][C:12]1[C:17]([C@H:18]2[CH2:22][CH2:21][CH2:20][N:19]2[C:23]2[CH:28]=[CH:27][N:26]3[N:29]=[CH:30][C:31]([C:32]([O:34][CH2:35][CH3:36])=[O:33])=[C:25]3[N:24]=2)=[CH:16][C:15]([F:37])=[CH:14][N:13]=1. The reactants are C(OC([NH:8][CH2:9][C:10]#[C:11][C:12]1[C:17]([C@H:18]2[CH2:22][CH2:21][CH2:20][N:19]2[C:23]2[CH:28]=[CH:27][N:26]3[N:29]=[CH:30][C:31]([C:32]([O:34][CH2:35][CH3:36])=[O:33])=[C:25]3[N:24]=2)=[CH:16][C:15]([F:37])=[CH:14][N:13]=1)=O)(C)(C)C. The yield is 1.08. The catalyst is CO.O[Pd]O. (5) The reactants are [N+:1]([C:4]1[CH:9]=[CH:8][C:7]([S:10]([NH:13][C@@H:14]([C:18]2[CH:23]=[CH:22][CH:21]=[CH:20][CH:19]=2)[C:15]([OH:17])=[O:16])(=[O:12])=[O:11])=[CH:6][CH:5]=1)([O-:3])=[O:2].S(Cl)(Cl)=O.[CH:28]1(O)[CH2:32][CH2:31][CH2:30][CH2:29]1. No catalyst specified. The product is [CH:28]1([O:16][C:15](=[O:17])[C@@H:14]([NH:13][S:10]([C:7]2[CH:6]=[CH:5][C:4]([N+:1]([O-:3])=[O:2])=[CH:9][CH:8]=2)(=[O:12])=[O:11])[C:18]2[CH:19]=[CH:20][CH:21]=[CH:22][CH:23]=2)[CH2:32][CH2:31][CH2:30][CH2:29]1. The yield is 0.700. (6) The reactants are [CH3:1][C:2]1[CH:3]=[C:4]([NH:9][CH2:10][CH2:11][C:12]2[CH:13]=[N:14][C:15]([C:18]([F:21])([F:20])[F:19])=[CH:16][CH:17]=2)[CH:5]=[CH:6][C:7]=1[CH3:8].[F:22][C:23]1[CH:28]=[CH:27][C:26]([C:29](=[O:33])[C:30](O)=[O:31])=[CH:25][CH:24]=1.C(Cl)CCl. The catalyst is C(Cl)Cl. The product is [CH3:1][C:2]1[CH:3]=[C:4]([N:9]([CH2:10][CH2:11][C:12]2[CH:13]=[N:14][C:15]([C:18]([F:21])([F:20])[F:19])=[CH:16][CH:17]=2)[C:30](=[O:31])[C:29]([C:26]2[CH:27]=[CH:28][C:23]([F:22])=[CH:24][CH:25]=2)=[O:33])[CH:5]=[CH:6][C:7]=1[CH3:8]. The yield is 0.700. (7) The reactants are [C:1]1(=[O:8])[CH2:6][CH2:5][CH2:4][C:3](=[O:7])[CH2:2]1.C([O-])([O-])=O.[Na+].[Na+].[O:15](S(C(F)(F)F)(=O)=O)[S:16]([C:19]([F:22])([F:21])[F:20])(=O)=[O:17]. The catalyst is C(Cl)Cl. The product is [F:20][C:19]([F:22])([F:21])[S:16]([O:7][C:3]1[CH2:4][CH2:5][CH2:6][C:1](=[O:8])[CH:2]=1)(=[O:17])=[O:15]. The yield is 0.670. (8) The reactants are [Br:1][C:2]1[CH:7]=[C:6]([S:8]([CH3:11])(=[O:10])=[O:9])[CH:5]=[CH:4][C:3]=1F.[CH:13]1([NH2:19])[CH2:18][CH2:17][CH2:16][CH2:15][CH2:14]1. The catalyst is O1CCOCC1. The product is [Br:1][C:2]1[CH:7]=[C:6]([S:8]([CH3:11])(=[O:10])=[O:9])[CH:5]=[CH:4][C:3]=1[NH:19][CH:13]1[CH2:18][CH2:17][CH2:16][CH2:15][CH2:14]1. The yield is 0.670.